From a dataset of Forward reaction prediction with 1.9M reactions from USPTO patents (1976-2016). Predict the product of the given reaction. (1) Given the reactants [Cl:1][C:2]1[CH:7]=[CH:6][CH:5]=[C:4]([F:8])[C:3]=1[NH:9][C:10]1[NH:11][C:12]2[C:18]3[CH2:19][C:20]([CH3:23])([CH3:22])[O:21][C:17]=3[C:16]([C:24]([OH:26])=O)=[CH:15][C:13]=2[N:14]=1.S(Cl)(Cl)=O.[CH:31]1([CH2:34][O:35][C:36]2[N:41]=[CH:40][C:39]([NH2:42])=[CH:38][CH:37]=2)[CH2:33][CH2:32]1.CCN(C(C)C)C(C)C, predict the reaction product. The product is: [Cl:1][C:2]1[CH:7]=[CH:6][CH:5]=[C:4]([F:8])[C:3]=1[NH:9][C:10]1[NH:11][C:12]2[C:18]3[CH2:19][C:20]([CH3:23])([CH3:22])[O:21][C:17]=3[C:16]([C:24]([NH:42][C:39]3[CH:40]=[N:41][C:36]([O:35][CH2:34][CH:31]4[CH2:32][CH2:33]4)=[CH:37][CH:38]=3)=[O:26])=[CH:15][C:13]=2[N:14]=1. (2) Given the reactants [NH2:1][C:2]1[CH:9]=[C:8]([O:10][CH3:11])[C:7]([O:12][CH3:13])=[CH:6][C:3]=1[C:4]#[N:5].[S:14](Cl)(=[O:17])(=[O:16])[NH2:15], predict the reaction product. The product is: [C:4]([C:3]1[CH:6]=[C:7]([O:12][CH3:13])[C:8]([O:10][CH3:11])=[CH:9][C:2]=1[NH:1][S:14]([NH2:15])(=[O:17])=[O:16])#[N:5]. (3) Given the reactants [NH2:1][C:2]1[N:6]([CH:7]2[CH2:12][CH2:11][CH2:10][NH:9][CH2:8]2)[N:5]=[C:4]([C:13]2[CH:18]=[CH:17][C:16]([O:19][C:20]3[CH:25]=[CH:24][CH:23]=[CH:22][CH:21]=3)=[CH:15][CH:14]=2)[C:3]=1[C:26]([NH2:28])=[O:27].N1C=CC=CC=1.[C:35](Cl)(=[O:38])[CH:36]=[CH2:37], predict the reaction product. The product is: [C:35]([N:9]1[CH2:10][CH2:11][CH2:12][CH:7]([N:6]2[C:2]([NH2:1])=[C:3]([C:26]([NH2:28])=[O:27])[C:4]([C:13]3[CH:14]=[CH:15][C:16]([O:19][C:20]4[CH:25]=[CH:24][CH:23]=[CH:22][CH:21]=4)=[CH:17][CH:18]=3)=[N:5]2)[CH2:8]1)(=[O:38])[CH:36]=[CH2:37]. (4) Given the reactants [Br-:1].[C:2]([CH2:5][CH2:6][CH2:7][CH2:8][N+:9]1[C:13]2[CH:14]=[CH:15][CH:16]=[CH:17][C:12]=2[S:11][C:10]=1[CH3:18])([OH:4])=[O:3].[Br-].[C:20]([CH2:23][CH2:24][N+:25]1[C:34]2[C:29](=[CH:30][CH:31]=[CH:32][CH:33]=2)[CH:28]=[CH:27][CH:26]=1)([OH:22])=[O:21].C(N(CC)CC)C, predict the reaction product. The product is: [Br-:1].[C:2]([CH2:5][CH2:6][CH2:7][CH2:8][N:9]1[C:13]2[CH:14]=[CH:15][CH:16]=[CH:17][C:12]=2[S:11][C:10]1=[CH:18][C:28]1[C:29]2[C:34](=[CH:33][CH:32]=[CH:31][CH:30]=2)[N+:25]([CH2:24][CH2:23][C:20]([OH:22])=[O:21])=[CH:26][CH:27]=1)([OH:4])=[O:3].